This data is from Full USPTO retrosynthesis dataset with 1.9M reactions from patents (1976-2016). The task is: Predict the reactants needed to synthesize the given product. Given the product [F:23][C:2]1([F:1])[CH2:6][N:5]([C:7]([C:9]2[N:10]=[C:11]([C:14]([NH:16][CH2:17][C:18]([OH:21])([CH3:19])[CH3:20])=[O:15])[S:12][C:13]=2[C:25]2[CH:30]=[CH:29][C:28]([C:31]([OH:40])([C:36]([F:39])([F:38])[F:37])[C:32]([F:33])([F:34])[F:35])=[CH:27][C:26]=2[O:41][CH3:42])=[O:8])[C@@H:4]([CH3:22])[CH2:3]1, predict the reactants needed to synthesize it. The reactants are: [F:1][C:2]1([F:23])[CH2:6][N:5]([C:7]([C:9]2[N:10]=[C:11]([C:14]([NH:16][CH2:17][C:18]([OH:21])([CH3:20])[CH3:19])=[O:15])[S:12][CH:13]=2)=[O:8])[C@@H:4]([CH3:22])[CH2:3]1.Br[C:25]1[CH:30]=[CH:29][C:28]([C:31]([OH:40])([C:36]([F:39])([F:38])[F:37])[C:32]([F:35])([F:34])[F:33])=[CH:27][C:26]=1[O:41][CH3:42].